From a dataset of Full USPTO retrosynthesis dataset with 1.9M reactions from patents (1976-2016). Predict the reactants needed to synthesize the given product. (1) Given the product [C:1]([O:5][C:6]([NH:8][C@H:9]([CH2:15][C:16]1[CH:17]=[CH:18][C:19]([O:22][S:23]([C:26]([F:29])([F:27])[F:28])(=[O:25])=[O:24])=[CH:20][CH:21]=1)[C:10]([O:12][CH3:13])=[O:11])=[O:7])([CH3:4])([CH3:2])[CH3:3], predict the reactants needed to synthesize it. The reactants are: [C:1]([O:5][C:6]([NH:8][C@@H:9]([CH2:15][C:16]1[CH:21]=[CH:20][C:19]([O:22][S:23]([C:26]([F:29])([F:28])[F:27])(=[O:25])=[O:24])=[CH:18][CH:17]=1)[C:10]([O:12][CH2:13]C)=[O:11])=[O:7])([CH3:4])([CH3:3])[CH3:2].C(O[C@](N=C=O)(CC1C=CC(O)=CC=1)C(OC)=O)(C)(C)C.[O-]S(C(F)(F)F)(=O)=O. (2) Given the product [CH3:22][O:21][CH2:18][C:19]#[C:20][C:2]1[S:6][C:5]([C:7]2[CH:12]=[CH:11][CH:10]=[CH:9][CH:8]=2)=[N:4][C:3]=1[C:13]([O:15][CH2:16][CH3:17])=[O:14], predict the reactants needed to synthesize it. The reactants are: Br[C:2]1[S:6][C:5]([C:7]2[CH:12]=[CH:11][CH:10]=[CH:9][CH:8]=2)=[N:4][C:3]=1[C:13]([O:15][CH2:16][CH3:17])=[O:14].[CH2:18]([O:21][CH3:22])[C:19]#[CH:20].O. (3) Given the product [CH3:1][O:2][C:3](=[O:19])[CH2:4][C:5]1[N:9]=[C:10]([C:11]2[CH:16]=[CH:15][C:14]([Br:17])=[CH:13][CH:12]=2)[O:18][C:6]=1[CH3:7], predict the reactants needed to synthesize it. The reactants are: [CH3:1][O:2][C:3](=[O:19])[CH2:4][CH:5]([NH:9][C:10](=[O:18])[C:11]1[CH:16]=[CH:15][C:14]([Br:17])=[CH:13][CH:12]=1)[C:6](=O)[CH3:7].S(=O)(=O)(O)O. (4) The reactants are: [F:1][C:2]1[CH:3]=[C:4]2[C:9](=[CH:10][CH:11]=1)[O:8][CH2:7][CH:6]([C:12](=O)[C:13]([O:15][CH2:16][CH3:17])=[O:14])[C:5]2=O.[CH3:20][NH:21][NH2:22]. Given the product [F:1][C:2]1[CH:11]=[CH:10][C:9]2[O:8][CH2:7][C:6]3[C:5](=[N:22][N:21]([CH3:20])[C:12]=3[C:13]([O:15][CH2:16][CH3:17])=[O:14])[C:4]=2[CH:3]=1, predict the reactants needed to synthesize it.